Dataset: Forward reaction prediction with 1.9M reactions from USPTO patents (1976-2016). Task: Predict the product of the given reaction. (1) Given the reactants Cl[C:2]1[N:7]=[C:6]([Cl:8])[N:5]=[C:4]([NH:9][C:10]2[CH:15]=[CH:14][C:13]([F:16])=[C:12]([C:17]([F:20])([F:19])[F:18])[CH:11]=2)[N:3]=1.[Cl:21][C:22]1[N:27]=[CH:26][C:25]([CH2:28][NH2:29])=[CH:24][CH:23]=1, predict the reaction product. The product is: [Cl:8][C:6]1[N:7]=[C:2]([NH:29][CH2:28][C:25]2[CH:26]=[N:27][C:22]([Cl:21])=[CH:23][CH:24]=2)[N:3]=[C:4]([NH:9][C:10]2[CH:15]=[CH:14][C:13]([F:16])=[C:12]([C:17]([F:20])([F:19])[F:18])[CH:11]=2)[N:5]=1. (2) Given the reactants [C:1](=[O:40])(OC1C=CC([N+]([O-])=O)=CC=1)[O:2][C@@H:3]1[CH2:19][C@@H:18]2[C@@:6]([CH3:29])([C@@H:7]3[C@@H:15]([CH2:16][CH2:17]2)[C@:14]2([OH:20])[C@@:10]([CH3:28])([C@@H:11]([C:21]4[CH:22]=[CH:23][C:24](=[O:27])[O:25][CH:26]=4)[CH2:12][CH2:13]2)[CH2:9][CH2:8]3)[CH2:5][CH2:4]1.[O:41]1[CH2:46][CH2:45][N:44]([CH2:47][CH2:48][NH2:49])[CH2:43][CH2:42]1, predict the reaction product. The product is: [O:41]1[CH2:46][CH2:45][N:44]([CH2:47][CH2:48][NH:49][C:1](=[O:40])[O:2][C@@H:3]2[CH2:19][C@@H:18]3[C@@:6]([CH3:29])([C@@H:7]4[C@@H:15]([CH2:16][CH2:17]3)[C@:14]3([OH:20])[C@@:10]([CH3:28])([C@@H:11]([C:21]5[CH:22]=[CH:23][C:24](=[O:27])[O:25][CH:26]=5)[CH2:12][CH2:13]3)[CH2:9][CH2:8]4)[CH2:5][CH2:4]2)[CH2:43][CH2:42]1. (3) Given the reactants F[C:2]1[CH:7]=[CH:6][C:5]([N+:8]([O-:10])=[O:9])=[CH:4][C:3]=1[C:11]([F:14])([F:13])[F:12].C([O-])([O-])=O.[K+].[K+].[CH2:21]([O:28][CH2:29][CH2:30][OH:31])[C:22]1[CH:27]=[CH:26][CH:25]=[CH:24][CH:23]=1.CC(=O)OCC, predict the reaction product. The product is: [CH2:21]([O:28][CH2:29][CH2:30][O:31][C:2]1[CH:7]=[CH:6][C:5]([N+:8]([O-:10])=[O:9])=[CH:4][C:3]=1[C:11]([F:14])([F:13])[F:12])[C:22]1[CH:27]=[CH:26][CH:25]=[CH:24][CH:23]=1. (4) Given the reactants FC(F)(F)S(O[C:7]1[CH:12]=[CH:11][C:10]([C:13]2[CH:18]=[C:17]([O:19][CH3:20])[CH:16]=[CH:15][C:14]=2[F:21])=[C:9]([CH2:22][C:23]([CH3:26])([CH3:25])[CH3:24])[CH:8]=1)(=O)=O.[C:29](=[NH:42])([C:36]1[CH:41]=[CH:40][CH:39]=[CH:38][CH:37]=1)[C:30]1[CH:35]=[CH:34][CH:33]=[CH:32][CH:31]=1.C1(P(C2C=CC=CC=2)C2C3OC4C(=CC=CC=4P(C4C=CC=CC=4)C4C=CC=CC=4)C(C)(C)C=3C=CC=2)C=CC=CC=1.C(=O)([O-])[O-].[Cs+].[Cs+], predict the reaction product. The product is: [C:36]1([C:29]([C:30]2[CH:31]=[CH:32][CH:33]=[CH:34][CH:35]=2)=[N:42][C:7]2[CH:12]=[CH:11][C:10]([C:13]3[CH:18]=[C:17]([O:19][CH3:20])[CH:16]=[CH:15][C:14]=3[F:21])=[C:9]([CH2:22][C:23]([CH3:26])([CH3:25])[CH3:24])[CH:8]=2)[CH:37]=[CH:38][CH:39]=[CH:40][CH:41]=1. (5) Given the reactants [CH:1]1([NH2:4])[CH2:3][CH2:2]1.C(N(CC)CC)C.[NH:12]1[CH:16]=[C:15]([C:17](Cl)=[O:18])[CH:14]=[N:13]1, predict the reaction product. The product is: [CH:1]1([NH:4][C:17]([C:15]2[CH:16]=[N:12][NH:13][CH:14]=2)=[O:18])[CH2:3][CH2:2]1. (6) Given the reactants Cl[C:2]1[N:7]=[CH:6][C:5]([C:8]([C:10]2[C:18]3[C:13](=[N:14][CH:15]=[CH:16][CH:17]=3)[NH:12][CH:11]=2)=[O:9])=[CH:4][CH:3]=1.[F:19][C:20]([F:30])([F:29])[C:21]1[CH:22]=[C:23]([CH2:27][OH:28])[CH:24]=[CH:25][CH:26]=1.[H-].[Na+], predict the reaction product. The product is: [NH:12]1[C:13]2=[N:14][CH:15]=[CH:16][CH:17]=[C:18]2[C:10]([C:8]([C:5]2[CH:6]=[N:7][C:2]([O:28][CH2:27][C:23]3[CH:24]=[CH:25][CH:26]=[C:21]([C:20]([F:19])([F:29])[F:30])[CH:22]=3)=[CH:3][CH:4]=2)=[O:9])=[CH:11]1. (7) Given the reactants [Cl:1][C:2]1[C:3]([C:22]#[N:23])=[C:4]([NH:19][CH:20]=[NH:21])[N:5]([CH:7]2[CH2:12][CH2:11][N:10]([C:13]([O:15][CH:16]([CH3:18])[CH3:17])=[O:14])[CH2:9][CH2:8]2)[CH:6]=1.[Cl:24][C:25]1[C:26](Cl)=[N:27][CH:28]=[C:29]([CH:35]=1)[C:30]([N:32]([CH3:34])[CH3:33])=[O:31].C(P(C(C)(C)C)C1C=CC=CC=1C1C=CC=CC=1)(C)(C)C.CC(C)([O-])C.[Na+], predict the reaction product. The product is: [Cl:1][C:2]1[C:3]2[C:22]([NH:23][C:26]3[C:25]([Cl:24])=[CH:35][C:29]([C:30](=[O:31])[N:32]([CH3:33])[CH3:34])=[CH:28][N:27]=3)=[N:21][CH:20]=[N:19][C:4]=2[N:5]([CH:7]2[CH2:12][CH2:11][N:10]([C:13]([O:15][CH:16]([CH3:18])[CH3:17])=[O:14])[CH2:9][CH2:8]2)[CH:6]=1. (8) Given the reactants Br[C:2]1[N:10]2[C:5]([C:6]([NH2:11])=[N:7][CH:8]=[N:9]2)=[CH:4][CH:3]=1.Cl[Si](C)(C)C.CC([Mg]Cl)C.[O:22]=[C:23]1[CH2:28][CH2:27][CH2:26][N:25]([C:29]([O:31][C:32]([CH3:35])([CH3:34])[CH3:33])=[O:30])[CH2:24]1, predict the reaction product. The product is: [NH2:11][C:6]1[C:5]2=[CH:4][CH:3]=[C:2]([C:23]3([OH:22])[CH2:28][CH2:27][CH2:26][N:25]([C:29]([O:31][C:32]([CH3:34])([CH3:33])[CH3:35])=[O:30])[CH2:24]3)[N:10]2[N:9]=[CH:8][N:7]=1. (9) Given the reactants Br[C:2]1[CH:26]=[CH:25][C:5]([O:6][C:7]2[CH:12]=[CH:11][C:10]([S:13]([CH:16]3[CH:21]([C:22]([OH:24])=[O:23])[NH:20][CH2:19][CH2:18][S:17]3)(=[O:15])=[O:14])=[CH:9][CH:8]=2)=[CH:4][CH:3]=1.[O:27]1[CH:31]=[CH:30][C:29](B(O)O)=[CH:28]1.C(O)C, predict the reaction product. The product is: [O:27]1[CH:31]=[CH:30][C:29]([C:2]2[CH:26]=[CH:25][C:5]([O:6][C:7]3[CH:8]=[CH:9][C:10]([S:13]([CH:16]4[CH:21]([C:22]([OH:24])=[O:23])[NH:20][CH2:19][CH2:18][S:17]4)(=[O:15])=[O:14])=[CH:11][CH:12]=3)=[CH:4][CH:3]=2)=[CH:28]1.